The task is: Predict the reactants needed to synthesize the given product.. This data is from Retrosynthesis with 50K atom-mapped reactions and 10 reaction types from USPTO. The reactants are: COC(=O)CCN1C(=S)C(C(C)C)Oc2c(C(C)C)cccc21. Given the product CC(C)c1cccc2c1OC(C(C)C)C(=S)N2CCC(=O)O, predict the reactants needed to synthesize it.